Regression. Given two drug SMILES strings and cell line genomic features, predict the synergy score measuring deviation from expected non-interaction effect. From a dataset of NCI-60 drug combinations with 297,098 pairs across 59 cell lines. (1) Drug 1: C1CCC(CC1)NC(=O)N(CCCl)N=O. Drug 2: C1=CN(C=N1)CC(O)(P(=O)(O)O)P(=O)(O)O. Cell line: HOP-62. Synergy scores: CSS=-3.57, Synergy_ZIP=-1.65, Synergy_Bliss=-6.86, Synergy_Loewe=-10.5, Synergy_HSA=-10.3. (2) Drug 1: C1C(C(OC1N2C=C(C(=O)NC2=O)F)CO)O. Drug 2: CCCCC(=O)OCC(=O)C1(CC(C2=C(C1)C(=C3C(=C2O)C(=O)C4=C(C3=O)C=CC=C4OC)O)OC5CC(C(C(O5)C)O)NC(=O)C(F)(F)F)O. Cell line: CCRF-CEM. Synergy scores: CSS=64.5, Synergy_ZIP=1.25, Synergy_Bliss=0.764, Synergy_Loewe=-7.26, Synergy_HSA=-0.239. (3) Drug 1: CC1OCC2C(O1)C(C(C(O2)OC3C4COC(=O)C4C(C5=CC6=C(C=C35)OCO6)C7=CC(=C(C(=C7)OC)O)OC)O)O. Drug 2: CCCCCOC(=O)NC1=NC(=O)N(C=C1F)C2C(C(C(O2)C)O)O. Cell line: MDA-MB-231. Synergy scores: CSS=27.7, Synergy_ZIP=0.577, Synergy_Bliss=-0.598, Synergy_Loewe=-9.73, Synergy_HSA=1.39. (4) Synergy scores: CSS=23.3, Synergy_ZIP=-0.712, Synergy_Bliss=1.38, Synergy_Loewe=-26.5, Synergy_HSA=1.92. Cell line: SK-OV-3. Drug 1: C1CCC(CC1)NC(=O)N(CCCl)N=O. Drug 2: CC=C1C(=O)NC(C(=O)OC2CC(=O)NC(C(=O)NC(CSSCCC=C2)C(=O)N1)C(C)C)C(C)C. (5) Drug 1: C1=NC2=C(N1)C(=S)N=CN2. Drug 2: CN(C(=O)NC(C=O)C(C(C(CO)O)O)O)N=O. Cell line: HCT-15. Synergy scores: CSS=11.9, Synergy_ZIP=4.80, Synergy_Bliss=6.17, Synergy_Loewe=-18.4, Synergy_HSA=3.71. (6) Drug 1: CC1C(C(CC(O1)OC2CC(CC3=C2C(=C4C(=C3O)C(=O)C5=C(C4=O)C(=CC=C5)OC)O)(C(=O)C)O)N)O.Cl. Drug 2: C1=NC2=C(N1)C(=S)N=C(N2)N. Cell line: OVCAR-5. Synergy scores: CSS=44.2, Synergy_ZIP=-6.24, Synergy_Bliss=-4.60, Synergy_Loewe=-1.52, Synergy_HSA=0.203. (7) Drug 1: C1=CN(C=N1)CC(O)(P(=O)(O)O)P(=O)(O)O. Drug 2: CC1C(C(CC(O1)OC2CC(CC3=C2C(=C4C(=C3O)C(=O)C5=C(C4=O)C(=CC=C5)OC)O)(C(=O)CO)O)N)O.Cl. Cell line: MDA-MB-435. Synergy scores: CSS=24.3, Synergy_ZIP=1.02, Synergy_Bliss=4.44, Synergy_Loewe=-16.0, Synergy_HSA=2.07. (8) Drug 1: COC1=C(C=C2C(=C1)N=CN=C2NC3=CC(=C(C=C3)F)Cl)OCCCN4CCOCC4. Drug 2: C1CN(P(=O)(OC1)NCCCl)CCCl. Cell line: RXF 393. Synergy scores: CSS=23.3, Synergy_ZIP=-4.63, Synergy_Bliss=-1.25, Synergy_Loewe=-39.7, Synergy_HSA=-1.40. (9) Drug 1: C1=C(C(=O)NC(=O)N1)N(CCCl)CCCl. Drug 2: C1C(C(OC1N2C=NC3=C2NC=NCC3O)CO)O. Cell line: SF-295. Synergy scores: CSS=5.53, Synergy_ZIP=-9.41, Synergy_Bliss=-8.68, Synergy_Loewe=-20.7, Synergy_HSA=-7.25. (10) Drug 1: CS(=O)(=O)C1=CC(=C(C=C1)C(=O)NC2=CC(=C(C=C2)Cl)C3=CC=CC=N3)Cl. Drug 2: C1CC(=O)NC(=O)C1N2C(=O)C3=CC=CC=C3C2=O. Cell line: SK-MEL-5. Synergy scores: CSS=-0.646, Synergy_ZIP=1.33, Synergy_Bliss=1.25, Synergy_Loewe=-1.40, Synergy_HSA=-1.99.